This data is from TCR-epitope binding with 47,182 pairs between 192 epitopes and 23,139 TCRs. The task is: Binary Classification. Given a T-cell receptor sequence (or CDR3 region) and an epitope sequence, predict whether binding occurs between them. (1) The epitope is AVFDRKSDAK. The TCR CDR3 sequence is CASSKTGTSSYNEQFF. Result: 1 (the TCR binds to the epitope). (2) The epitope is AVFDRKSDAK. The TCR CDR3 sequence is CASGSGGSGNTIYF. Result: 1 (the TCR binds to the epitope). (3) The epitope is EEHVQIHTI. The TCR CDR3 sequence is CASRYSTGDGYTF. Result: 1 (the TCR binds to the epitope). (4) The epitope is TFYLTNDVSFL. The TCR CDR3 sequence is CASKPTRANEQFF. Result: 0 (the TCR does not bind to the epitope). (5) Result: 1 (the TCR binds to the epitope). The epitope is SQASSRSSSR. The TCR CDR3 sequence is CASSPVSEQYF. (6) The epitope is VTIAEILLI. The TCR CDR3 sequence is CASSEAAETRTRNEQFF. Result: 1 (the TCR binds to the epitope). (7) The epitope is KAFSPEVIPMF. The TCR CDR3 sequence is CASSDSTGVRQPQHF. Result: 1 (the TCR binds to the epitope). (8) Result: 1 (the TCR binds to the epitope). The epitope is EIYKRWII. The TCR CDR3 sequence is CASSPAGSYTEAFF. (9) The epitope is KRWIILGLNK. The TCR CDR3 sequence is CASSGLAPTSYNEQFF. Result: 1 (the TCR binds to the epitope).